Predict the reactants needed to synthesize the given product. From a dataset of Full USPTO retrosynthesis dataset with 1.9M reactions from patents (1976-2016). (1) Given the product [OH:2][CH2:3][CH2:4][NH:5][C:6](=[O:24])[C:7]1[CH:12]=[CH:11][C:10]([O:13][CH2:14][CH2:15][CH2:16][CH:17]2[CH2:18][CH2:19][N:20]([C:26]3[N:27]=[N:28][C:29]([O:32][CH:33]([CH3:35])[CH3:34])=[CH:30][CH:31]=3)[CH2:21][CH2:22]2)=[CH:9][C:8]=1[CH3:23], predict the reactants needed to synthesize it. The reactants are: Cl.[OH:2][CH2:3][CH2:4][NH:5][C:6](=[O:24])[C:7]1[CH:12]=[CH:11][C:10]([O:13][CH2:14][CH2:15][CH2:16][CH:17]2[CH2:22][CH2:21][NH:20][CH2:19][CH2:18]2)=[CH:9][C:8]=1[CH3:23].Cl[C:26]1[N:27]=[N:28][C:29]([O:32][CH:33]([CH3:35])[CH3:34])=[CH:30][CH:31]=1.CC([O-])(C)C.[Na+].C(N1CCN2CCN(CC(C)C)P1N(CC(C)C)CC2)C(C)C. (2) Given the product [F:15][C:10]1([F:16])[CH:11]([OH:14])[CH2:12][CH2:13][NH:8][CH2:9]1, predict the reactants needed to synthesize it. The reactants are: C([N:8]1[CH2:13][CH2:12][CH:11]([OH:14])[C:10]([F:16])([F:15])[CH2:9]1)C1C=CC=CC=1. (3) Given the product [CH:1]1([N:7]2[CH:8]3[CH2:14][CH2:13][CH:12]2[CH2:11][CH:10]([C:15]2[CH:16]=[CH:17][C:18]([NH2:21])=[CH:19][CH:20]=2)[CH2:9]3)[CH2:2][CH2:3][CH2:4][CH2:5][CH2:6]1, predict the reactants needed to synthesize it. The reactants are: [CH:1]1([N:7]2[CH:12]3[CH2:13][CH2:14][CH:8]2[CH:9]=[C:10]([C:15]2[CH:20]=[CH:19][C:18]([N+:21]([O-])=O)=[CH:17][CH:16]=2)[CH2:11]3)[CH2:6][CH2:5][CH2:4][CH2:3][CH2:2]1. (4) Given the product [Cl:14][CH:15]([CH2:2][N:3]1[CH2:7][CH2:6][CH2:5][C:4]1=[O:8])[CH:16]=[O:19], predict the reactants needed to synthesize it. The reactants are: O[CH2:2][N:3]1[CH2:7][CH2:6][CH2:5][C:4]1=[O:8].S(=O)(=O)(O)O.[Cl:14][CH:15]=[CH:16]Cl.C([O-])([O-])=[O:19].[K+].[K+]. (5) Given the product [Cl:107][C:102]1[CH:101]=[C:100]([CH:105]=[CH:104][C:103]=1[Cl:106])[CH2:99][O:98][C:95]1[CH:96]=[CH:97][C:92]([C@H:83]2[O:82][C:81]3[C:86](=[CH:87][C:88]4[CH2:89][C@@H:76]([C:74]([NH:73][C@@H:58]([CH2:59][C:60]5[CH:65]=[CH:64][C:63]([C:66]6[CH:67]=[CH:68][C:69]([F:72])=[CH:70][CH:71]=6)=[CH:62][CH:61]=5)[C:57]([OH:117])=[O:56])=[O:75])[N:77]([C@H:108]([C:111]5[CH:112]=[CH:113][CH:114]=[CH:115][CH:116]=5)[CH2:109][CH3:110])[CH2:78][C:79]=4[CH:80]=3)[N:85]([CH3:90])[C:84]2=[O:91])=[CH:93][CH:94]=1, predict the reactants needed to synthesize it. The reactants are: COC(=O)[C@@H](NC([C@@H]1CC2C=C3C(O[C@H](C4C=CC(O)=CC=4)C(=O)N3C)=CC=2CN1[C@H](C1C=CC=CC=1)CC)=O)CC1C=CC(C2C=CC(F)=CC=2)=CC=1.C[O:56][C:57](=[O:117])[C@@H:58]([NH:73][C:74]([C@@H:76]1[CH2:89][C:88]2[CH:87]=[C:86]3[C:81]([O:82][C@H:83]([C:92]4[CH:97]=[CH:96][C:95]([O:98][CH2:99][C:100]5[CH:105]=[CH:104][C:103]([Cl:106])=[C:102]([Cl:107])[CH:101]=5)=[CH:94][CH:93]=4)[C:84](=[O:91])[N:85]3[CH3:90])=[CH:80][C:79]=2[CH2:78][N:77]1[C@H:108]([C:111]1[CH:116]=[CH:115][CH:114]=[CH:113][CH:112]=1)[CH2:109][CH3:110])=[O:75])[CH2:59][C:60]1[CH:65]=[CH:64][C:63]([C:66]2[CH:71]=[CH:70][C:69]([F:72])=[CH:68][CH:67]=2)=[CH:62][CH:61]=1.